This data is from Forward reaction prediction with 1.9M reactions from USPTO patents (1976-2016). The task is: Predict the product of the given reaction. (1) Given the reactants [Cl:1][C:2]1[CH:3]=[C:4]([CH:25]=[CH:26][C:27]=1[Cl:28])[O:5][C:6]1[CH:11]=[CH:10][CH:9]=[CH:8][C:7]=1[NH:12][S:13]([C:16]1[CH:24]=[CH:23][C:19]([C:20]([OH:22])=O)=[CH:18][CH:17]=1)(=[O:15])=[O:14].[N:29]1([CH2:35][C:36]([N:38]2[CH2:43][CH2:42][CH2:41][CH2:40][CH2:39]2)=[O:37])[CH2:34][CH2:33][NH:32][CH2:31][CH2:30]1, predict the reaction product. The product is: [Cl:1][C:2]1[CH:3]=[C:4]([CH:25]=[CH:26][C:27]=1[Cl:28])[O:5][C:6]1[CH:11]=[CH:10][CH:9]=[CH:8][C:7]=1[NH:12][S:13]([C:16]1[CH:17]=[CH:18][C:19]([C:20]([N:32]2[CH2:31][CH2:30][N:29]([CH2:35][C:36](=[O:37])[N:38]3[CH2:39][CH2:40][CH2:41][CH2:42][CH2:43]3)[CH2:34][CH2:33]2)=[O:22])=[CH:23][CH:24]=1)(=[O:15])=[O:14]. (2) Given the reactants C[O:2][C:3](=[O:32])[CH2:4][C:5]1[C:13]2[C:8](=[CH:9][CH:10]=[CH:11][CH:12]=2)[NH:7][C:6]=1[C:14]1[CH:19]=[CH:18][C:17]([Cl:20])=[C:16]([S:21]([CH2:24][C:25]2[CH:30]=[CH:29][CH:28]=[C:27]([Cl:31])[CH:26]=2)(=[O:23])=[O:22])[CH:15]=1.CO.O.[OH-].[Li+], predict the reaction product. The product is: [Cl:20][C:17]1[CH:18]=[CH:19][C:14]([C:6]2[NH:7][C:8]3[C:13]([C:5]=2[CH2:4][C:3]([OH:32])=[O:2])=[CH:12][CH:11]=[CH:10][CH:9]=3)=[CH:15][C:16]=1[S:21]([CH2:24][C:25]1[CH:30]=[CH:29][CH:28]=[C:27]([Cl:31])[CH:26]=1)(=[O:23])=[O:22]. (3) The product is: [Cl:13][C:10]1[CH:11]=[CH:12][C:7]([C:16](=[O:18])[CH3:17])=[N:8][CH:9]=1. Given the reactants C([Li])CCC.Br[C:7]1[CH:12]=[CH:11][C:10]([Cl:13])=[CH:9][N:8]=1.CN(C)[C:16](=[O:18])[CH3:17].[Cl-].[NH4+], predict the reaction product.